Task: Binary Classification. Given a drug SMILES string, predict its activity (active/inactive) in a high-throughput screening assay against a specified biological target.. Dataset: Serine/threonine kinase 33 screen with 319,792 compounds (1) The compound is n1(CCCCC)\c(cccc1)=C\C=C(\C#N)C#N. The result is 0 (inactive). (2) The drug is O=C1C=2C(=C(N)CCC2N)C(=O)c2c1cccc2. The result is 1 (active). (3) The compound is s1c2c(CCCC2)c(c1)C(=O)Nc1c(OC)cccc1. The result is 0 (inactive). (4) The drug is S(=O)(=O)(Nc1ccc(OC)cc1)c1cc(C(=O)N2CCCCCCC2)c(cc1)C. The result is 0 (inactive). (5) The molecule is Clc1c(c2noc(c2C(=O)NCCc2ccc(OC)cc2)C)cccc1. The result is 0 (inactive). (6) The compound is Brc1sc(C(=O)NCCCCCCNC(=O)c2sc(Br)cc2)cc1. The result is 0 (inactive).